This data is from Forward reaction prediction with 1.9M reactions from USPTO patents (1976-2016). The task is: Predict the product of the given reaction. (1) Given the reactants C(NC(C)C)(C)C.C([Li])CCCCC.[C:15]([O:19][C:20]1[CH:25]=[CH:24][C:23](F)=[CH:22][C:21]=1[NH:27][C:28](=[S:33])[O:29][CH:30]([CH3:32])[CH3:31])([CH3:18])([CH3:17])[CH3:16], predict the reaction product. The product is: [C:15]([O:19][C:20]1[C:21]2[N:27]=[C:28]([O:29][CH:30]([CH3:32])[CH3:31])[S:33][C:22]=2[CH:23]=[CH:24][CH:25]=1)([CH3:18])([CH3:17])[CH3:16]. (2) Given the reactants [C:1]1([C@H:7]([CH3:11])[C:8](Cl)=[O:9])[CH:6]=[CH:5][CH:4]=[CH:3][CH:2]=1.[ClH:12], predict the reaction product. The product is: [Cl:12][C:1]1[CH:6]=[CH:5][C:4]([C:8](=[O:9])[C@H:7]([C:1]2[CH:6]=[CH:5][CH:4]=[CH:3][CH:2]=2)[CH3:11])=[CH:3][CH:2]=1. (3) Given the reactants [F:1][C:2]1[CH:7]=[C:6]([F:8])[C:5]([F:9])=[CH:4][C:3]=1[OH:10].C(OC([N:18]1[CH2:23][CH2:22][N:21]([C:24]2[C:25]([O:30]CCO)=[N:26][CH:27]=[CH:28][N:29]=2)[CH2:20][CH2:19]1)=O)(C)(C)C.CN(C(/N=N/C(N(C)C)=O)=O)C.[C:46]1(P(C2C=CC=CC=2)C2C=CC=CC=2)C=CC=C[CH:47]=1.[Cl:65]CCl, predict the reaction product. The product is: [ClH:65].[N:21]1([C:24]2[C:25](=[O:30])[N:26]([CH2:46][CH2:47][O:10][C:3]3[CH:4]=[C:5]([F:9])[C:6]([F:8])=[CH:7][C:2]=3[F:1])[CH:27]=[CH:28][N:29]=2)[CH2:20][CH2:19][NH:18][CH2:23][CH2:22]1. (4) Given the reactants [OH:1][C:2]1[CH:7]=[CH:6][C:5]([CH2:8][CH2:9][CH2:10][N:11]2[CH2:16][CH2:15][CH:14]([OH:17])[CH2:13][CH2:12]2)=[CH:4][CH:3]=1.BrCCCC1C=CC(O)=CC=1.Cl.OC1CCNCC1.C(N(CC)C(C)C)(C)C.Cl[C:47]1[O:48][C:49]2[CH:55]=[CH:54][CH:53]=[CH:52][C:50]=2[N:51]=1.C([O-])([O-])=O.[Cs+].[Cs+], predict the reaction product. The product is: [O:48]1[C:49]2[CH:55]=[CH:54][CH:53]=[CH:52][C:50]=2[N:51]=[C:47]1[O:1][C:2]1[CH:7]=[CH:6][C:5]([CH2:8][CH2:9][CH2:10][N:11]2[CH2:12][CH2:13][CH:14]([OH:17])[CH2:15][CH2:16]2)=[CH:4][CH:3]=1. (5) Given the reactants [C:1]1([CH:7]([C:16]2[CH:21]=[CH:20][C:19]([F:22])=[CH:18][CH:17]=2)[CH2:8][C:9](OC(C)(C)C)=[O:10])[CH:6]=[CH:5][CH:4]=[CH:3][CH:2]=1.[H-].[H-].[H-].[H-].[Li+].[Al+3], predict the reaction product. The product is: [C:1]1([CH:7]([C:16]2[CH:17]=[CH:18][C:19]([F:22])=[CH:20][CH:21]=2)[CH2:8][CH2:9][OH:10])[CH:2]=[CH:3][CH:4]=[CH:5][CH:6]=1. (6) Given the reactants [C:1]([O-:4])(=[O:3])[CH3:2].[K+].Cl[CH2:7][CH2:8][CH2:9][N:10]1[C:18]2[C:13](=[CH:14][C:15]([CH2:21][CH:22]([N+:24]([O-:26])=[O:25])[CH3:23])=[CH:16][C:17]=2[C:19]#[N:20])[CH2:12][CH2:11]1.O, predict the reaction product. The product is: [C:1]([O:4][CH2:7][CH2:8][CH2:9][N:10]1[C:18]2[C:13](=[CH:14][C:15]([CH2:21][CH:22]([N+:24]([O-:26])=[O:25])[CH3:23])=[CH:16][C:17]=2[C:19]#[N:20])[CH2:12][CH2:11]1)(=[O:3])[CH3:2]. (7) Given the reactants C(N(CC)CC)C.CS([Cl:12])(=O)=O.[CH2:13]([O:15][C:16]([C:18]1[N:23]=[C:22]([CH2:24]O)[CH:21]=[CH:20][N:19]=1)=[CH2:17])[CH3:14], predict the reaction product. The product is: [Cl:12][CH2:24][C:22]1[CH:21]=[CH:20][N:19]=[C:18]([C:16]([O:15][CH2:13][CH3:14])=[CH2:17])[N:23]=1. (8) The product is: [Br:54][CH2:26][C:22]1[CH:21]=[C:20]([C:18]2[CH:19]=[C:14]([C:12]([NH:11][CH2:10][C:3]3[C:4](=[O:9])[NH:5][C:6]([CH3:8])=[CH:7][C:2]=3[CH3:1])=[O:13])[C:15]3[CH:30]=[N:29][N:28]([CH:31]([CH3:32])[CH3:33])[C:16]=3[N:17]=2)[CH:25]=[CH:24][CH:23]=1. Given the reactants [CH3:1][C:2]1[CH:7]=[C:6]([CH3:8])[NH:5][C:4](=[O:9])[C:3]=1[CH2:10][NH:11][C:12]([C:14]1[C:15]2[CH:30]=[N:29][N:28]([CH:31]([CH3:33])[CH3:32])[C:16]=2[N:17]=[C:18]([C:20]2[CH:25]=[CH:24][CH:23]=[C:22]([CH2:26]O)[CH:21]=2)[CH:19]=1)=[O:13].C1C=CC(P(C2C=CC=CC=2)C2C=CC=CC=2)=CC=1.C(Br)(Br)(Br)[Br:54], predict the reaction product. (9) The product is: [CH3:35][S:36]([N:39]1[C:48]2[C:43](=[CH:44][CH:45]=[C:46]([NH:49][C:15]3[N:14]=[CH:13][C:12]4=[CH:11][CH:10]=[C:9]([C:6]5[CH:7]=[N:8][C:3]([O:2][CH3:1])=[CH:4][CH:5]=5)[N:17]4[N:16]=3)[CH:47]=2)[CH2:42][CH2:41][CH2:40]1)(=[O:38])=[O:37]. Given the reactants [CH3:1][O:2][C:3]1[N:8]=[CH:7][C:6]([C:9]2[N:17]3[C:12]([CH:13]=[N:14][C:15](OS(C(F)(F)F)(=O)=O)=[N:16]3)=[CH:11][CH:10]=2)=[CH:5][CH:4]=1.C(N(CC)C(C)C)(C)C.[CH3:35][S:36]([N:39]1[C:48]2[C:43](=[CH:44][CH:45]=[C:46]([NH2:49])[CH:47]=2)[CH2:42][CH2:41][CH2:40]1)(=[O:38])=[O:37], predict the reaction product. (10) The product is: [CH:2]1([CH:11]([C:6]2[CH:7]=[CH:8][CH:9]=[CH:10][N:5]=2)[NH2:12])[CH2:4][CH2:3]1. Given the reactants Br[CH:2]1[CH2:4][CH2:3]1.[N:5]1[CH:10]=[CH:9][CH:8]=[CH:7][C:6]=1[C:11]#[N:12].[BH4-].[Na+], predict the reaction product.